From a dataset of Reaction yield outcomes from USPTO patents with 853,638 reactions. Predict the reaction yield, written as a fraction of the theoretical maximum amount of product (1.0 means a 100% yield; for example, 0.34 means a 34% yield). (1) The product is [C:1]([C:5]1[NH:6][C:7]2[C:12]([CH:13]=1)=[CH:11][CH:10]=[C:9]([NH2:14])[CH:8]=2)([CH3:4])([CH3:2])[CH3:3]. The yield is 0.890. The catalyst is CO.[Ni]. The reactants are [C:1]([C:5]1[NH:6][C:7]2[C:12]([CH:13]=1)=[CH:11][CH:10]=[C:9]([N+:14]([O-])=O)[CH:8]=2)([CH3:4])([CH3:3])[CH3:2].[H][H]. (2) The reactants are [NH2:1][C:2]1[CH:10]=[CH:9][C:8]([I:11])=[CH:7][C:3]=1[C:4](O)=[O:5].[CH:12]([NH2:14])=O. The catalyst is O. The product is [I:11][C:8]1[CH:7]=[C:3]2[C:2](=[CH:10][CH:9]=1)[NH:1][CH:12]=[N:14][C:4]2=[O:5]. The yield is 0.700.